This data is from Forward reaction prediction with 1.9M reactions from USPTO patents (1976-2016). The task is: Predict the product of the given reaction. (1) Given the reactants [CH:1]([C:3]1[CH:4]=[C:5]([CH:10]=[CH:11][CH:12]=1)[C:6]([O:8]C)=[O:7])=[O:2].[OH-].[Na+].C(OCC)(=O)C.Cl, predict the reaction product. The product is: [CH:1]([C:3]1[CH:4]=[C:5]([CH:10]=[CH:11][CH:12]=1)[C:6]([OH:8])=[O:7])=[O:2]. (2) The product is: [C@@H:8]12[CH2:11][CH2:12][C@H:1]([CH:10]([OH:16])[CH2:9]1)[C:2]1[C:7]2=[CH:6][CH:5]=[CH:4][CH:3]=1. Given the reactants [CH:1]12[CH2:12][CH2:11][CH:8]([CH:9]=[CH:10]1)[C:7]1[C:2]2=[CH:3][CH:4]=[CH:5][CH:6]=1.C1C[O:16]CC1, predict the reaction product. (3) Given the reactants [CH3:1][C:2]1[CH:7]=[C:6]([CH3:8])[NH:5][C:4](=[S:9])[C:3]=1[C:10]#[N:11].[CH2:12]([OH:14])C.Br[CH2:16][C:17]([C:19]1[CH:24]=[CH:23][C:22]([O:25][CH3:26])=[CH:21][CH:20]=1)=[O:18], predict the reaction product. The product is: [NH2:11][C:10]1[C:3]2[C:4](=[N:5][C:6]([CH3:8])=[CH:7][C:2]=2[CH3:1])[S:9][C:16]=1[C:17](=[O:18])[C:19]1[CH:24]=[CH:23][C:22]([O:25][CH3:26])=[CH:21][C:20]=1[O:14][CH3:12]. (4) Given the reactants I[C:2]1[CH:7]=[CH:6][C:5]([C:8]2[C:16]3[C:15]([OH:17])=[C:14]([C:18]#[N:19])[C:13](=[O:20])[NH:12][C:11]=3[S:10][CH:9]=2)=[CH:4][CH:3]=1.CC1C=CC=CC=1P(C1C=CC=CC=1C)C1C=CC=CC=1C.[CH2:43]([OH:47])[CH2:44][CH:45]=[CH2:46], predict the reaction product. The product is: [OH:17][C:15]1[C:16]2[C:8]([C:5]3[CH:6]=[CH:7][C:2]([CH:46]=[CH:45][CH2:44][CH2:43][OH:47])=[CH:3][CH:4]=3)=[CH:9][S:10][C:11]=2[NH:12][C:13](=[O:20])[C:14]=1[C:18]#[N:19]. (5) Given the reactants [CH:1]1([CH2:4][S:5]([OH:7])=[O:6])[CH2:3][CH2:2]1.[CH2:8]=[C:9]([CH2:13][C:14]([N:16]1[CH2:21][CH2:20][O:19][CH2:18][CH2:17]1)=[O:15])[C:10]([OH:12])=[O:11], predict the reaction product. The product is: [CH:1]1([CH2:4][S:5]([CH2:8][CH:9]([CH2:13][C:14]([N:16]2[CH2:17][CH2:18][O:19][CH2:20][CH2:21]2)=[O:15])[C:10]([OH:12])=[O:11])(=[O:7])=[O:6])[CH2:3][CH2:2]1. (6) Given the reactants [Br:1][C:2]1[CH:3]=[N:4][N:5]2[CH:10]=[CH:9][C:8](Cl)=[N:7][C:6]=12.[NH:12]1[CH2:17][CH2:16][NH:15][CH2:14][CH2:13]1.N#N, predict the reaction product. The product is: [Br:1][C:2]1[CH:3]=[N:4][N:5]2[CH:10]=[CH:9][C:8]([N:12]3[CH2:17][CH2:16][NH:15][CH2:14][CH2:13]3)=[N:7][C:6]=12. (7) Given the reactants [CH:1]1([NH:4][C:5]2[C:6]([NH2:12])=[CH:7][CH:8]=[C:9]([F:11])[CH:10]=2)[CH2:3][CH2:2]1.[N:13]1[C:22]2[C:17](=[CH:18][N:19]=[CH:20][C:21]=2[CH:23]=O)[CH:16]=[CH:15][CH:14]=1.OOS([O-])=O.[K+].C(=O)([O-])[O-].[K+].[K+], predict the reaction product. The product is: [CH:1]1([N:4]2[C:5]3[CH:10]=[C:9]([F:11])[CH:8]=[CH:7][C:6]=3[N:12]=[C:23]2[C:21]2[CH:20]=[N:19][CH:18]=[C:17]3[C:22]=2[N:13]=[CH:14][CH:15]=[CH:16]3)[CH2:3][CH2:2]1. (8) Given the reactants [Cl:1][C:2]1[CH:3]=[C:4](I)[C:5]([OH:20])=[C:6]([CH2:8][N:9]2[C:13]([CH3:14])=[CH:12][C:11]([C:15]([O:17][CH2:18][CH3:19])=[O:16])=[N:10]2)[CH:7]=1.[Cl:22][C:23]1[CH:28]=[CH:27][C:26]([C:29]#[CH:30])=[CH:25][CH:24]=1, predict the reaction product. The product is: [Cl:1][C:2]1[CH:7]=[C:6]([CH2:8][N:9]2[C:13]([CH3:14])=[CH:12][C:11]([C:15]([O:17][CH2:18][CH3:19])=[O:16])=[N:10]2)[C:5]2[O:20][C:29]([C:26]3[CH:27]=[CH:28][C:23]([Cl:22])=[CH:24][CH:25]=3)=[CH:30][C:4]=2[CH:3]=1. (9) Given the reactants [OH-].[K+].[CH2:3]=[C:4]1[CH:10]=[CH:9][C:8]2[CH:11]=[C:12]([C:15]([O:17]C)=[O:16])[CH:13]=[CH:14][C:7]=2[O:6][CH2:5]1.Cl, predict the reaction product. The product is: [CH2:3]=[C:4]1[CH:10]=[CH:9][C:8]2[CH:11]=[C:12]([C:15]([OH:17])=[O:16])[CH:13]=[CH:14][C:7]=2[O:6][CH2:5]1.